From a dataset of Forward reaction prediction with 1.9M reactions from USPTO patents (1976-2016). Predict the product of the given reaction. (1) Given the reactants [F:1][C:2]1[CH:7]=[CH:6][C:5]([CH:8]([N:31]2[CH2:36][CH2:35][N:34]([CH:37]([CH3:39])[CH3:38])[CH2:33][CH2:32]2)[CH2:9][N:10]2[CH2:15][CH2:14][N:13]([CH2:16][CH2:17][CH2:18][CH2:19][C:20]3[C:29]4[C:24](=[CH:25][CH:26]=[CH:27][CH:28]=4)[CH:23]=[CH:22][C:21]=3[OH:30])[CH2:12][CH2:11]2)=[CH:4][CH:3]=1.C(=O)([O-])[O-].[K+].[K+].I[CH:47]([CH3:49])[CH3:48], predict the reaction product. The product is: [F:1][C:2]1[CH:3]=[CH:4][C:5]([CH:8]([N:31]2[CH2:36][CH2:35][N:34]([CH:37]([CH3:39])[CH3:38])[CH2:33][CH2:32]2)[CH2:9][N:10]2[CH2:15][CH2:14][N:13]([CH2:16][CH2:17][CH2:18][CH2:19][C:20]3[C:29]4[C:24](=[CH:25][CH:26]=[CH:27][CH:28]=4)[CH:23]=[CH:22][C:21]=3[O:30][CH:47]([CH3:49])[CH3:48])[CH2:12][CH2:11]2)=[CH:6][CH:7]=1. (2) Given the reactants [O:1]1[CH:5]=[CH:4][C:3]([C:6]2[CH:7]=[CH:8][C:9]([CH3:13])=[C:10]([CH:12]=2)[NH2:11])=[CH:2]1.[Cl:14][C:15]1[CH:20]=[CH:19][C:18]([NH:21][C:22](=[O:29])[CH2:23][CH2:24][CH2:25][C:26](O)=[O:27])=[C:17]([C:30]([O:32]C)=[O:31])[CH:16]=1, predict the reaction product. The product is: [Cl:14][C:15]1[CH:20]=[CH:19][C:18]([NH:21][C:22](=[O:29])[CH2:23][CH2:24][CH2:25][C:26]([NH:11][C:10]2[CH:12]=[C:6]([C:3]3[CH:4]=[CH:5][O:1][CH:2]=3)[CH:7]=[CH:8][C:9]=2[CH3:13])=[O:27])=[C:17]([CH:16]=1)[C:30]([OH:32])=[O:31]. (3) Given the reactants [Br:1]C1C=C2C(=CC=1)N(C(C1C=CC(Cl)=C(Cl)C=1)=O)CC2.[CH2:21]([N:23]1[C:31]2[C:26](=[CH:27][C:28]([S:32]([NH2:35])(=[O:34])=[O:33])=[CH:29][CH:30]=2)[CH2:25][CH2:24]1)[CH3:22], predict the reaction product. The product is: [Br:1][C:30]1[CH:29]=[C:28]([S:32]([NH2:35])(=[O:33])=[O:34])[CH:27]=[C:26]2[C:31]=1[N:23]([CH2:21][CH3:22])[CH2:24][CH2:25]2. (4) Given the reactants Cl[C:2]1[N:7]2[N:8]=[C:9]([C:23]3[CH:28]=[CH:27][CH:26]=[C:25]([O:29][CH3:30])[CH:24]=3)[C:10]([C:11]3[CH:16]=[CH:15][N:14]=[C:13]([NH:17][CH:18]4[CH2:22][CH2:21][CH2:20][CH2:19]4)[N:12]=3)=[C:6]2[CH:5]=[CH:4][CH:3]=1.[CH3:31][NH:32][CH3:33].C(OCC)(=O)C, predict the reaction product. The product is: [CH:18]1([NH:17][C:13]2[N:12]=[C:11]([C:10]3[C:9]([C:23]4[CH:28]=[CH:27][CH:26]=[C:25]([O:29][CH3:30])[CH:24]=4)=[N:8][N:7]4[C:2]([N:32]([CH3:33])[CH3:31])=[CH:3][CH:4]=[CH:5][C:6]=34)[CH:16]=[CH:15][N:14]=2)[CH2:19][CH2:20][CH2:21][CH2:22]1. (5) Given the reactants [CH2:1]([N:5]1[CH:9]=[C:8](B2OC(C)(C)C(C)(C)O2)[CH:7]=[N:6]1)[CH:2]([CH3:4])C.Br[C:20]1[CH:25]=[CH:24][C:23]([NH:26][C:27]([NH:29][CH2:30][C:31]2[CH:32]=[CH:33][C:34]3[N:35]([CH:37]=[CH:38][N:39]=3)[CH:36]=2)=[O:28])=[CH:22][CH:21]=1.BrC1C=CC(N)=CC=1, predict the reaction product. The product is: [N:39]1[CH:38]=[CH:37][N:35]2[CH:36]=[C:31]([CH2:30][NH:29][C:27]([NH:26][C:23]3[CH:24]=[CH:25][C:20]([C:8]4[CH:7]=[N:6][N:5]([CH2:1][CH2:2][CH3:4])[CH:9]=4)=[CH:21][CH:22]=3)=[O:28])[CH:32]=[CH:33][C:34]=12. (6) Given the reactants [Cl:1][C:2]1[CH:3]=[C:4]([CH:23]=[C:24]([Cl:29])[C:25]=1[O:26][CH2:27][CH3:28])[C:5]([NH:7][C:8]1[CH:20]=[CH:19][C:11]([C:12]([O:14]C(C)(C)C)=[O:13])=[C:10]([O:21]C)[CH:9]=1)=[O:6].B(Cl)(Cl)Cl.O.C([O-])(O)=O.[Na+], predict the reaction product. The product is: [Cl:1][C:2]1[CH:3]=[C:4]([CH:23]=[C:24]([Cl:29])[C:25]=1[O:26][CH2:27][CH3:28])[C:5]([NH:7][C:8]1[CH:20]=[CH:19][C:11]([C:12]([OH:14])=[O:13])=[C:10]([OH:21])[CH:9]=1)=[O:6].